This data is from Full USPTO retrosynthesis dataset with 1.9M reactions from patents (1976-2016). The task is: Predict the reactants needed to synthesize the given product. (1) Given the product [C:1]([C:5]1[N:10]=[C:9]([O:11][CH2:12][CH3:13])[C:8]([C:14]2[N:15]([C:35]([N:45]3[CH2:44][CH2:43][N:42]([CH2:41][C:40]([N:39]([CH3:49])[CH3:38])=[O:48])[CH2:47][CH2:46]3)=[O:36])[C:16]([C:28]3[CH:29]=[CH:30][C:31]([Cl:34])=[CH:32][CH:33]=3)([CH3:27])[C:17]([C:20]3[CH:21]=[CH:22][C:23]([Cl:26])=[CH:24][CH:25]=3)([CH3:19])[N:18]=2)=[CH:7][N:6]=1)([CH3:3])([CH3:4])[CH3:2], predict the reactants needed to synthesize it. The reactants are: [C:1]([C:5]1[N:10]=[C:9]([O:11][CH2:12][CH3:13])[C:8]([C:14]2[N:15]([C:35](Cl)=[O:36])[C:16]([C:28]3[CH:33]=[CH:32][C:31]([Cl:34])=[CH:30][CH:29]=3)([CH3:27])[C:17]([C:20]3[CH:25]=[CH:24][C:23]([Cl:26])=[CH:22][CH:21]=3)([CH3:19])[N:18]=2)=[CH:7][N:6]=1)([CH3:4])([CH3:3])[CH3:2].[CH3:38][N:39]([CH3:49])[C:40](=[O:48])[CH2:41][N:42]1[CH2:47][CH2:46][NH:45][CH2:44][CH2:43]1. (2) Given the product [CH2:1]([O:8][C:9](=[O:10])[NH:18][C:16]1[S:17][C:13]([Br:12])=[CH:14][N:15]=1)[C:2]1[CH:7]=[CH:6][CH:5]=[CH:4][CH:3]=1, predict the reactants needed to synthesize it. The reactants are: [CH2:1]([O:8][C:9](Cl)=[O:10])[C:2]1[CH:7]=[CH:6][CH:5]=[CH:4][CH:3]=1.[Br:12][C:13]1[S:17][C:16]([N:18]2C[C@H](CO)OC2=O)=[N:15][CH:14]=1.Br.NC1SC(Br)=CN=1.N1C=CC=CC=1. (3) Given the product [CH3:1][C:2]([NH:5][C:6]([C@@H:8]1[CH2:13][N:12]([CH2:14][C:61]2[S:57][CH:58]=[N:59][CH:60]=2)[CH2:11][CH2:10][N:9]1[CH2:21][C@@H:22]([OH:49])[C@@H:23]([NH:31][C:32]([C@@H:34]([NH:38][C:39](=[O:48])[N:40]([CH3:47])[CH2:41][C:42]1[S:46][CH:45]=[N:44][CH:43]=1)[CH:35]([CH3:37])[CH3:36])=[O:33])[CH2:24][C:25]1[CH:30]=[CH:29][CH:28]=[CH:27][CH:26]=1)=[O:7])([CH3:4])[CH3:3], predict the reactants needed to synthesize it. The reactants are: [CH3:1][C:2]([NH:5][C:6]([C@@H:8]1[CH2:13][N:12]([C:14](OC(C)(C)C)=O)[CH2:11][CH2:10][N:9]1[CH2:21][C@@H:22]([OH:49])[C@@H:23]([NH:31][C:32]([C@@H:34]([NH:38][C:39](=[O:48])[N:40]([CH3:47])[CH2:41][C:42]1[S:46][CH:45]=[N:44][CH:43]=1)[CH:35]([CH3:37])[CH3:36])=[O:33])[CH2:24][C:25]1[CH:30]=[CH:29][CH:28]=[CH:27][CH:26]=1)=[O:7])([CH3:4])[CH3:3].FC(F)(F)C(O)=O.[S:57]1[C:61](Cl)=[CH:60][N:59]=[CH:58]1.